From a dataset of Reaction yield outcomes from USPTO patents with 853,638 reactions. Predict the reaction yield, written as a fraction of the theoretical maximum amount of product (1.0 means a 100% yield; for example, 0.34 means a 34% yield). (1) The reactants are [NH2:1][CH2:2][CH2:3][CH2:4][CH2:5][OH:6].Cl[C:8]1[S:9][C:10]2[CH:16]=[C:15]([N+:17]([O-:19])=[O:18])[CH:14]=[CH:13][C:11]=2[N:12]=1.C(N(C(C)C)CC)(C)C.N.CO. The catalyst is O.C(Cl)Cl.CN(C=O)C. The product is [N+:17]([C:15]1[CH:14]=[CH:13][C:11]2[N:12]=[C:8]([NH:1][CH2:2][CH2:3][CH2:4][CH2:5][OH:6])[S:9][C:10]=2[CH:16]=1)([O-:19])=[O:18]. The yield is 0.180. (2) The reactants are [C:12]([O:11][C:9](O[C:9]([O:11][C:12]([CH3:15])([CH3:14])[CH3:13])=[O:10])=[O:10])([CH3:15])([CH3:14])[CH3:13].[NH2:16][CH2:17][CH2:18][O:19][CH2:20][CH2:21][O:22][CH2:23][CH2:24][NH2:25].CCOC(C)=O. The catalyst is C(Cl)Cl. The product is [NH2:16][CH2:17][CH2:18][O:19][CH2:20][CH2:21][O:22][CH2:23][CH2:24][NH:25][C:9](=[O:10])[O:11][C:12]([CH3:13])([CH3:14])[CH3:15]. The yield is 0.560. (3) The reactants are [CH2:1]([O:3][C:4]1[CH:12]=[CH:11][CH:10]=[CH:9][C:5]=1[C:6]([OH:8])=[O:7])[CH3:2].[Cl:13][S:14](O)(=[O:16])=[O:15]. No catalyst specified. The product is [Cl:13][S:14]([C:10]1[CH:11]=[CH:12][C:4]([O:3][CH2:1][CH3:2])=[C:5]([CH:9]=1)[C:6]([OH:8])=[O:7])(=[O:16])=[O:15]. The yield is 0.810. (4) The product is [N:14]1([C:19]2[N:24]=[CH:23][N:22]=[C:21]([NH:25][C:26]3[O:13][C@:5]4([CH2:4][N:3]=3)[CH:10]3[CH2:9][CH2:8][N:7]([CH2:12][CH2:11]3)[CH2:6]4)[CH:20]=2)[CH:18]=[CH:17][N:16]=[CH:15]1. The reactants are Cl.Cl.[NH2:3][CH2:4][C@@:5]1([OH:13])[CH:10]2[CH2:11][CH2:12][N:7]([CH2:8][CH2:9]2)[CH2:6]1.[N:14]1([C:19]2[N:24]=[CH:23][N:22]=[C:21]([N:25]=[C:26](SC)SC)[CH:20]=2)[CH:18]=[CH:17][N:16]=[CH:15]1.C(=O)([O-])[O-].[Cs+].[Cs+]. The yield is 0.830. The catalyst is CN(C=O)C. (5) The reactants are [NH2:1][C:2]([NH:4][C:5]1[NH:6][C:7]2[C:12]([C:13]=1[C:14]([NH2:16])=[O:15])=[CH:11][CH:10]=[C:9]([O:17][C:18]1[CH:23]=[CH:22][C:21]([NH2:24])=[CH:20][CH:19]=1)[CH:8]=2)=[O:3].[C:25](O)(=[O:27])[CH3:26].C(N(CC)C(C)C)(C)C.F[P-](F)(F)(F)(F)F.N1(OC(N(C)C)=[N+](C)C)C2N=CC=CC=2N=N1. The catalyst is CN(C)C=O.O. The product is [C:25]([NH:24][C:21]1[CH:22]=[CH:23][C:18]([O:17][C:9]2[CH:8]=[C:7]3[C:12]([C:13]([C:14]([NH2:16])=[O:15])=[C:5]([NH:4][C:2]([NH2:1])=[O:3])[NH:6]3)=[CH:11][CH:10]=2)=[CH:19][CH:20]=1)(=[O:27])[CH3:26]. The yield is 0.460.